This data is from Forward reaction prediction with 1.9M reactions from USPTO patents (1976-2016). The task is: Predict the product of the given reaction. (1) Given the reactants [CH:1]1([CH2:4][NH:5][N:6]2[C:15]3[C:10](=[CH:11][CH:12]=[CH:13][CH:14]=3)[C:9]([OH:16])=[C:8]([C:17]3[NH:22][C:21]4[CH:23]=[CH:24][C:25]([OH:27])=[CH:26][C:20]=4[S:19](=[O:29])(=[O:28])[N:18]=3)[C:7]2=[O:30])[CH2:3][CH2:2]1.Br[CH2:32][C:33]([O:35][C:36]([CH3:39])([CH3:38])[CH3:37])=[O:34].C(=O)([O-])[O-].[K+].[K+].C(O)(=O)C, predict the reaction product. The product is: [CH:1]1([CH2:4][NH:5][N:6]2[C:15]3[C:10](=[CH:11][CH:12]=[CH:13][CH:14]=3)[C:9]([OH:16])=[C:8]([C:17]3[NH:22][C:21]4[CH:23]=[CH:24][C:25]([O:27][CH2:32][C:33]([O:35][C:36]([CH3:39])([CH3:38])[CH3:37])=[O:34])=[CH:26][C:20]=4[S:19](=[O:28])(=[O:29])[N:18]=3)[C:7]2=[O:30])[CH2:2][CH2:3]1. (2) Given the reactants [CH3:1][O:2][C:3]1[CH:4]=[CH:5][C:6]2[N:12]3[C:13]([CH3:16])=[N:14][N:15]=[C:11]3[CH:10]([CH3:17])[CH2:9][NH:8][C:7]=2[N:18]=1.I[C:20]1[CH:27]=[CH:26][C:23]([C:24]#[N:25])=[CH:22][CH:21]=1.C(=O)([O-])[O-].[Cs+].[Cs+], predict the reaction product. The product is: [CH3:1][O:2][C:3]1[CH:4]=[CH:5][C:6]2[N:12]3[C:13]([CH3:16])=[N:14][N:15]=[C:11]3[CH:10]([CH3:17])[CH2:9][N:8]([C:20]3[CH:27]=[CH:26][C:23]([C:24]#[N:25])=[CH:22][CH:21]=3)[C:7]=2[N:18]=1. (3) Given the reactants [F:1][C:2]1[CH:18]=[CH:17][C:5]([O:6][CH2:7][CH2:8][CH:9]([CH2:12][CH2:13][CH:14]2[CH2:16][O:15]2)[CH2:10][OH:11])=[CH:4][CH:3]=1.CC1C=CC(S(O)(=O)=O)=CC=1.O, predict the reaction product. The product is: [F:1][C:2]1[CH:18]=[CH:17][C:5]([O:6][CH2:7][CH2:8][CH:9]2[CH2:10][O:11][CH:14]([CH2:16][OH:15])[CH2:13][CH2:12]2)=[CH:4][CH:3]=1. (4) Given the reactants [Cl:1][C:2]1[CH:3]=[C:4]([C:9]2([C:22]([F:25])([F:24])[F:23])[O:13][N:12]=[C:11]([C:14]3[CH:19]=[CH:18][C:17](F)=[C:16]([CH3:21])[CH:15]=3)[CH2:10]2)[CH:5]=[C:6]([Cl:8])[CH:7]=1.C(=O)([O-])[O-].[K+].[K+].[CH2:32]([SH:39])[C:33]1[CH:38]=[CH:37][CH:36]=[CH:35][CH:34]=1.O, predict the reaction product. The product is: [Cl:1][C:2]1[CH:3]=[C:4]([C:9]2([C:22]([F:25])([F:24])[F:23])[O:13][N:12]=[C:11]([C:14]3[CH:19]=[CH:18][C:17]([S:39][CH2:32][C:33]4[CH:38]=[CH:37][CH:36]=[CH:35][CH:34]=4)=[C:16]([CH3:21])[CH:15]=3)[CH2:10]2)[CH:5]=[C:6]([Cl:8])[CH:7]=1.